Dataset: Forward reaction prediction with 1.9M reactions from USPTO patents (1976-2016). Task: Predict the product of the given reaction. (1) Given the reactants [CH2:1]([O:3][C:4](=[O:13])[C:5]1[CH:10]=[CH:9][C:8](Br)=[CH:7][C:6]=1[CH3:12])[CH3:2].[C:14]1([OH:20])[CH:19]=[CH:18][CH:17]=[CH:16][CH:15]=1.C([O-])([O-])=O.[Cs+].[Cs+].C(OCC)(=O)C, predict the reaction product. The product is: [CH2:1]([O:3][C:4](=[O:13])[C:5]1[CH:10]=[CH:9][C:8]([O:20][C:14]2[CH:19]=[CH:18][CH:17]=[CH:16][CH:15]=2)=[CH:7][C:6]=1[CH3:12])[CH3:2]. (2) Given the reactants [F:1][C:2]([F:99])([F:98])[C:3]1[CH:4]=[C:5]([CH:91]=[C:92]([C:94]([F:97])([F:96])[F:95])[CH:93]=1)[C:6]([N:8]1[CH2:12][C@@:11]([CH2:20][CH2:21][N:22]2[CH2:27][CH2:26][C:25]3([C:35]4[C:30](=[CH:31][CH:32]=[CH:33][CH:34]=4)[CH2:29][C@@H:28]3[O:36][CH2:37][C:38]([N:40]([CH3:90])[CH2:41][CH2:42][CH2:43][N:44]([CH3:89])[C:45]([C:47]3[CH:48]=[C:49]([CH:86]=[CH:87][CH:88]=3)[CH2:50][N:51]([CH3:85])[CH2:52][CH2:53][CH2:54][CH2:55][CH2:56][C:57]([N:59]([CH3:84])[CH2:60][CH2:61][N:62]3[CH2:67][CH2:66][CH:65]([N:68]([C:72]4[CH:77]=[CH:76][CH:75]=[CH:74][C:73]=4[C:78]4[CH:83]=[CH:82][CH:81]=[CH:80][CH:79]=4)[C:69](=[O:71])[O-:70])[CH2:64][CH2:63]3)=[O:58])=[O:46])=[O:39])[CH2:24][CH2:23]2)([C:13]2[CH:18]=[CH:17][C:16]([F:19])=[CH:15][CH:14]=2)[O:10][CH2:9]1)=[O:7].[ClH:100].O1CCOCC1, predict the reaction product. The product is: [ClH:100].[ClH:100].[ClH:100].[F:97][C:94]([F:95])([F:96])[C:92]1[CH:91]=[C:5]([CH:4]=[C:3]([C:2]([F:1])([F:98])[F:99])[CH:93]=1)[C:6]([N:8]1[CH2:12][C@@:11]([CH2:20][CH2:21][N:22]2[CH2:23][CH2:24][C:25]3([C:35]4[C:30](=[CH:31][CH:32]=[CH:33][CH:34]=4)[CH2:29][C@@H:28]3[O:36][CH2:37][C:38]([N:40]([CH3:90])[CH2:41][CH2:42][CH2:43][N:44]([CH3:89])[C:45]([C:47]3[CH:48]=[C:49]([CH:86]=[CH:87][CH:88]=3)[CH2:50][N:51]([CH3:85])[CH2:52][CH2:53][CH2:54][CH2:55][CH2:56][C:57]([N:59]([CH3:84])[CH2:60][CH2:61][N:62]3[CH2:67][CH2:66][CH:65]([N:68]([C:72]4[CH:77]=[CH:76][CH:75]=[CH:74][C:73]=4[C:78]4[CH:79]=[CH:80][CH:81]=[CH:82][CH:83]=4)[C:69](=[O:70])[OH:71])[CH2:64][CH2:63]3)=[O:58])=[O:46])=[O:39])[CH2:26][CH2:27]2)([C:13]2[CH:14]=[CH:15][C:16]([F:19])=[CH:17][CH:18]=2)[O:10][CH2:9]1)=[O:7]. (3) Given the reactants [CH2:1]([O:3][C:4]1[CH:5]=[C:6]([C:14]2[CH:19]=[C:18]([C:20]([F:23])([F:22])[F:21])[N:17]3[N:24]=[CH:25][C:26]([C:27](O)=[O:28])=[C:16]3[N:15]=2)[CH:7]=[CH:8][C:9]=1[C:10]([F:13])([F:12])[F:11])[CH3:2].[S:30]([C:34]1[CH:35]=[C:36]([NH2:40])[CH:37]=[CH:38][CH:39]=1)(=[O:33])(=[O:32])[NH2:31], predict the reaction product. The product is: [S:30]([C:34]1[CH:35]=[C:36]([NH:40][C:27]([C:26]2[CH:25]=[N:24][N:17]3[C:18]([C:20]([F:23])([F:22])[F:21])=[CH:19][C:14]([C:6]4[CH:7]=[CH:8][C:9]([C:10]([F:11])([F:13])[F:12])=[C:4]([O:3][CH2:1][CH3:2])[CH:5]=4)=[N:15][C:16]=23)=[O:28])[CH:37]=[CH:38][CH:39]=1)(=[O:32])(=[O:33])[NH2:31].